The task is: Predict the product of the given reaction.. This data is from Forward reaction prediction with 1.9M reactions from USPTO patents (1976-2016). (1) Given the reactants [OH:1][NH:2][C:3]([C:5]1[C:14]2[C:9](=[CH:10][CH:11]=[CH:12][CH:13]=2)[CH:8]=[CH:7][N:6]=1)=[NH:4].[CH3:15][N:16]([CH3:27])[C:17]1[CH:18]=[C:19]([OH:26])[C:20](=[CH:24][CH:25]=1)[C:21](O)=O, predict the reaction product. The product is: [CH3:15][N:16]([CH3:27])[C:17]1[CH:25]=[CH:24][C:20]([C:21]2[O:1][N:2]=[C:3]([C:5]3[C:14]4[C:9](=[CH:10][CH:11]=[CH:12][CH:13]=4)[CH:8]=[CH:7][N:6]=3)[N:4]=2)=[C:19]([OH:26])[CH:18]=1. (2) Given the reactants [N:1]1([C:7]([C:20]2[S:21][CH:22]=[CH:23][CH:24]=2)([CH3:19])[C:8]([O:10][C@@H:11]2[CH:16]3[CH2:17][CH2:18][N:13]([CH2:14][CH2:15]3)[CH2:12]2)=[O:9])[CH2:6][CH2:5][CH2:4][CH2:3][CH2:2]1.[Br:25][CH2:26][CH2:27][C:28]1[CH:33]=[CH:32][CH:31]=[C:30]([Cl:34])[CH:29]=1, predict the reaction product. The product is: [Br-:25].[Cl:34][C:30]1[CH:29]=[C:28]([CH2:27][CH2:26][N+:13]23[CH2:14][CH2:15][CH:16]([CH2:17][CH2:18]2)[C@@H:11]([O:10][C:8](=[O:9])[C:7]([N:1]2[CH2:2][CH2:3][CH2:4][CH2:5][CH2:6]2)([C:20]2[S:21][CH:22]=[CH:23][CH:24]=2)[CH3:19])[CH2:12]3)[CH:33]=[CH:32][CH:31]=1. (3) Given the reactants [CH3:1][O:2][C:3]1[CH:25]=[CH:24][C:23]2[C:8]3[C:9]([N:17]4[CH2:22][CH2:21][NH:20][CH2:19][CH2:18]4)=[N:10][C:11]4[C:16]([C:7]=3[C:6](=[N:26][OH:27])[C:5]=2[CH:4]=1)=[CH:15][CH:14]=[CH:13][CH:12]=4.Br[CH2:29][CH2:30][CH2:31][NH2:32].Br.COC1C=CC2C3C(N4CCNCC4)=NC4C(C=3C(=O)C=2C=1)=CC=CC=4.C(C1OC1)Cl, predict the reaction product. The product is: [NH2:32][CH2:31][CH2:30][CH2:29][O:27][N:26]=[C:6]1[C:7]2[C:16]3[C:11](=[CH:12][CH:13]=[CH:14][CH:15]=3)[N:10]=[C:9]([N:17]3[CH2:22][CH2:21][NH:20][CH2:19][CH2:18]3)[C:8]=2[C:23]2[CH:24]=[CH:25][C:3]([O:2][CH3:1])=[CH:4][C:5]1=2.